Dataset: Full USPTO retrosynthesis dataset with 1.9M reactions from patents (1976-2016). Task: Predict the reactants needed to synthesize the given product. Given the product [CH3:12][O:11][C:4]1[CH:3]=[C:2]([OH:14])[CH:7]=[CH:6][C:5]=1[N+:8]([O-:10])=[O:9], predict the reactants needed to synthesize it. The reactants are: F[C:2]1[CH:7]=[CH:6][C:5]([N+:8]([O-:10])=[O:9])=[C:4]([O:11][CH3:12])[CH:3]=1.Cl.[OH-:14].[K+].